From a dataset of Full USPTO retrosynthesis dataset with 1.9M reactions from patents (1976-2016). Predict the reactants needed to synthesize the given product. (1) Given the product [CH2:15]([NH:14][C:10]1[S:11][CH:12]2[O:13][CH:5]([CH2:4][N:1]3[CH:36]=[C:35]([C:33]([OH:37])([C:27]4[CH:32]=[CH:31][CH:30]=[CH:29][CH:28]=4)[CH3:34])[N:3]=[N:2]3)[CH:6]([OH:18])[CH:7]([OH:17])[CH:8]2[N:9]=1)[CH3:16], predict the reactants needed to synthesize it. The reactants are: [N:1]([CH2:4][C@H:5]1[O:13][C@H:12]2[C@H:8]([N:9]=[C:10]([NH:14][CH2:15][CH3:16])[S:11]2)[C@@H:7]([OH:17])[C@@H:6]1[OH:18])=[N+:2]=[N-:3].C(O)C.CC(O)(C)C.[C:27]1([C:33]([OH:37])([C:35]#[CH:36])[CH3:34])[CH:32]=[CH:31][CH:30]=[CH:29][CH:28]=1. (2) The reactants are: CO[C:3]([C:5]1[C:10]([NH2:11])=[N:9][C:8]([NH2:12])=[C:7]([Cl:13])[N:6]=1)=[O:4].[CH3:14][N:15]([CH3:19])[CH2:16][CH2:17][NH2:18]. Given the product [CH3:14][N:15]([CH3:19])[CH2:16][CH2:17][NH:18][C:3]([C:5]1[C:10]([NH2:11])=[N:9][C:8]([NH2:12])=[C:7]([Cl:13])[N:6]=1)=[O:4], predict the reactants needed to synthesize it. (3) Given the product [CH:15]1([NH:21][C:22]2[CH:31]=[C:30]3[C:25]([C:26](=[O:39])[C:27]([CH2:37][NH:41][C:42]4[CH:47]=[CH:46][C:45]([OH:48])=[CH:44][CH:43]=4)=[CH:28][N:29]3[CH:32]3[CH2:33][CH2:34][CH2:35][CH2:36]3)=[CH:24][C:23]=2[F:40])[CH2:16][CH2:17][CH2:18][CH2:19][CH2:20]1, predict the reactants needed to synthesize it. The reactants are: C(O[BH-](OC(=O)C)OC(=O)C)(=O)C.[Na+].[CH:15]1([NH:21][C:22]2[CH:31]=[C:30]3[C:25]([C:26](=[O:39])[C:27]([CH:37]=O)=[CH:28][N:29]3[CH:32]3[CH2:36][CH2:35][CH2:34][CH2:33]3)=[CH:24][C:23]=2[F:40])[CH2:20][CH2:19][CH2:18][CH2:17][CH2:16]1.[NH2:41][C:42]1[CH:47]=[CH:46][C:45]([OH:48])=[CH:44][CH:43]=1.C(=O)([O-])O.[Na+]. (4) Given the product [N:8]1[C:3]2[CH:4]=[CH:5][CH:6]=[CH:7][C:2]=2[NH:1][C:9]=1[C:10]1[CH:11]=[CH:12][C:13]2[S:18][C:17]3[N:19]=[CH:20][CH:21]=[N:22][C:16]=3[N:15]([CH2:23][O:24][CH3:25])[C:14]=2[CH:26]=1, predict the reactants needed to synthesize it. The reactants are: [NH2:1][C:2]1[CH:7]=[CH:6][CH:5]=[CH:4][C:3]=1[N:8]=[CH:9][C:10]1[CH:11]=[CH:12][C:13]2[S:18][C:17]3[N:19]=[CH:20][CH:21]=[N:22][C:16]=3[N:15]([CH2:23][O:24][CH3:25])[C:14]=2[CH:26]=1. (5) Given the product [Cl:34][C:19]1[C:20]([NH:23][C@@H:24]2[C@@H:29]3[CH2:30][C@@H:26]([CH:27]=[CH:28]3)[C@@H:25]2[C:31]([NH2:33])=[O:32])=[C:21]2[N:22]=[C:7]([C:6]3[S:5][C:4]([N:9]4[CH2:14][CH2:13][O:12][CH2:11][CH2:10]4)=[N:3][C:2]=3[Cl:1])[NH:15][C:16]2=[N:17][CH:18]=1, predict the reactants needed to synthesize it. The reactants are: [Cl:1][C:2]1[N:3]=[C:4]([N:9]2[CH2:14][CH2:13][O:12][CH2:11][CH2:10]2)[S:5][C:6]=1[CH:7]=O.[NH2:15][C:16]1[C:21]([NH2:22])=[C:20]([NH:23][C@@H:24]2[C@@H:29]3[CH2:30][C@@H:26]([CH:27]=[CH:28]3)[C@@H:25]2[C:31]([NH2:33])=[O:32])[C:19]([Cl:34])=[CH:18][N:17]=1.C([O-])(=O)C.[NH4+]. (6) Given the product [Br:18][C:19]1[CH:20]=[CH:21][C:22]([O:47][C:44]2[CH:45]=[CH:46][C:41]([C:38]34[CH2:39][CH2:40][CH:35]([N:32]5[CH2:33][CH2:34][S:29](=[O:48])(=[O:28])[N:30]=[C:31]53)[CH2:36][CH2:37]4)=[CH:42][CH:43]=2)=[C:23]([CH:26]=1)[C:24]#[N:25], predict the reactants needed to synthesize it. The reactants are: N1C=CC=CC=1C(O)=O.P([O-])([O-])([O-])=O.[K+].[K+].[K+].[Br:18][C:19]1[CH:20]=[CH:21][C:22](F)=[C:23]([CH:26]=1)[C:24]#[N:25].[O:28]=[S:29]1(=[O:48])[CH2:34][CH2:33][N:32]2[CH:35]3[CH2:40][CH2:39][C:38]([C:41]4[CH:46]=[CH:45][C:44]([OH:47])=[CH:43][CH:42]=4)([C:31]2=[N:30]1)[CH2:37][CH2:36]3.